Predict the reaction yield, written as a fraction of the theoretical maximum amount of product (1.0 means a 100% yield; for example, 0.34 means a 34% yield). From a dataset of Reaction yield outcomes from USPTO patents with 853,638 reactions. The reactants are [Cl:1][C:2]1[N:3]=[N:4][C:5](Cl)=[C:6]([CH3:9])[C:7]=1[CH3:8].[N:11]1[CH:16]=[CH:15][CH:14]=[CH:13][C:12]=1[CH2:17]C#N.C[Si]([N-][Si](C)(C)C)(C)C.[Na+].C1C[O:33]CC1. No catalyst specified. The product is [Cl:1][C:2]1[N:3]=[N:4][C:5]([C:17]([C:12]2[CH:13]=[CH:14][CH:15]=[CH:16][N:11]=2)=[O:33])=[C:6]([CH3:9])[C:7]=1[CH3:8]. The yield is 0.440.